This data is from Peptide-MHC class I binding affinity with 185,985 pairs from IEDB/IMGT. The task is: Regression. Given a peptide amino acid sequence and an MHC pseudo amino acid sequence, predict their binding affinity value. This is MHC class I binding data. (1) The peptide sequence is ALFDRPAFK. The MHC is HLA-B83:01 with pseudo-sequence HLA-B83:01. The binding affinity (normalized) is 0.213. (2) The MHC is HLA-A29:02 with pseudo-sequence HLA-A29:02. The binding affinity (normalized) is 0.592. The peptide sequence is TTQIIKLLPF. (3) The MHC is HLA-B44:02 with pseudo-sequence HLA-B44:02. The binding affinity (normalized) is 0.213. The peptide sequence is LMARRARSL. (4) The peptide sequence is HQFTSNPEV. The MHC is HLA-A30:02 with pseudo-sequence HLA-A30:02. The binding affinity (normalized) is 0.213. (5) The peptide sequence is DLAKGKRRL. The MHC is BoLA-T2C with pseudo-sequence BoLA-T2C. The binding affinity (normalized) is 0.472. (6) The peptide sequence is WEFVNTPPL. The MHC is HLA-B44:02 with pseudo-sequence HLA-B44:02. The binding affinity (normalized) is 0.605.